The task is: Predict the reaction yield, written as a fraction of the theoretical maximum amount of product (1.0 means a 100% yield; for example, 0.34 means a 34% yield).. This data is from Reaction yield outcomes from USPTO patents with 853,638 reactions. (1) The reactants are Cl[C:2]1[CH:7]=[C:6]([Cl:8])[CH:5]=[CH:4][N:3]=1.[C:9]1(B(O)O)[CH:14]=[CH:13][CH:12]=[CH:11][CH:10]=1.C(=O)([O-])[O-].[K+].[K+].C(COC)OC. The catalyst is C1C=CC([P]([Pd]([P](C2C=CC=CC=2)(C2C=CC=CC=2)C2C=CC=CC=2)([P](C2C=CC=CC=2)(C2C=CC=CC=2)C2C=CC=CC=2)[P](C2C=CC=CC=2)(C2C=CC=CC=2)C2C=CC=CC=2)(C2C=CC=CC=2)C2C=CC=CC=2)=CC=1.O. The product is [Cl:8][C:6]1[CH:5]=[CH:4][N:3]=[C:2]([C:9]2[CH:14]=[CH:13][CH:12]=[CH:11][CH:10]=2)[CH:7]=1. The yield is 0.880. (2) The reactants are [CH3:1][N:2]1[C:6]([C:7]2[CH:8]=[C:9]([C:12]([OH:14])=O)[S:10][CH:11]=2)=[CH:5][CH:4]=[N:3]1.[NH2:15][C@@H:16]([CH2:29][C:30]1[CH:35]=[C:34]([F:36])[CH:33]=[CH:32][C:31]=1[F:37])[CH2:17][N:18]1[C:26](=[O:27])[C:25]2[C:20](=[CH:21][CH:22]=[CH:23][CH:24]=2)[C:19]1=[O:28].FC1C=CC=C(F)C=1C[C@@H](C(O)=O)N.C1CN([P+](Br)(N2CCCC2)N2CCCC2)CC1.F[P-](F)(F)(F)(F)F.CCN(C(C)C)C(C)C. The catalyst is C(Cl)(Cl)Cl. The product is [F:37][C:31]1[CH:32]=[CH:33][C:34]([F:36])=[CH:35][C:30]=1[CH2:29][C@H:16]([NH:15][C:12]([C:9]1[S:10][CH:11]=[C:7]([C:6]2[N:2]([CH3:1])[N:3]=[CH:4][CH:5]=2)[CH:8]=1)=[O:14])[CH2:17][N:18]1[C:26](=[O:27])[C:25]2[C:20](=[CH:21][CH:22]=[CH:23][CH:24]=2)[C:19]1=[O:28]. The yield is 0.340. (3) The reactants are C(OC([N:8]1[C:16]2[C:11](=[CH:12][CH:13]=[C:14]([Br:17])[CH:15]=2)/[C:10](=[CH:18]/[C:19]2[CH:24]=[CH:23][CH:22]=[C:21]([Cl:25])[CH:20]=2)/[C:9]1=[O:26])=O)(C)(C)C.[C:27]([CH:30]=[N:31][C:32]([O:34][Si](C)(C)C)=[CH2:33])([CH3:29])=[CH2:28].FC(F)(F)C(O)=O. The catalyst is C1(C)C=CC=CC=1. The product is [Br:17][C:14]1[CH:15]=[C:16]2[NH:8][C:9](=[O:26])[C:10]3([CH:18]([C:19]4[CH:24]=[CH:23][CH:22]=[C:21]([Cl:25])[CH:20]=4)[CH2:33][C:32](=[O:34])[NH:31][CH:30]3[C:27]([CH3:29])=[CH2:28])[C:11]2=[CH:12][CH:13]=1. The yield is 0.400.